From a dataset of Catalyst prediction with 721,799 reactions and 888 catalyst types from USPTO. Predict which catalyst facilitates the given reaction. (1) Reactant: [F:1][C:2]([F:30])([F:29])[C:3]1[N:8]=[CH:7][C:6]([C:9]2[CH:10]=[C:11]3[C:15](=[CH:16][CH:17]=2)[N:14]([S:18]([C:21]2[CH:28]=[CH:27][C:24]([C:25]#[N:26])=[CH:23][CH:22]=2)(=[O:20])=[O:19])[CH2:13][CH2:12]3)=[CH:5][CH:4]=1.Cl.[NH2:32][OH:33].C(N(CC)CC)C. Product: [OH:33][NH:32][C:25](=[NH:26])[C:24]1[CH:27]=[CH:28][C:21]([S:18]([N:14]2[C:15]3[C:11](=[CH:10][C:9]([C:6]4[CH:7]=[N:8][C:3]([C:2]([F:30])([F:29])[F:1])=[CH:4][CH:5]=4)=[CH:17][CH:16]=3)[CH2:12][CH2:13]2)(=[O:20])=[O:19])=[CH:22][CH:23]=1. The catalyst class is: 83. (2) Reactant: [NH:1]1[CH:5]=[CH:4][N:3]=[C:2]1[CH:6]1[CH2:11][CH2:10][N:9]([C:12]([O:14][C:15]([CH3:18])([CH3:17])[CH3:16])=[O:13])[CH2:8][CH2:7]1.C1C(=O)N([Br:26])C(=O)C1. Product: [Br:26][C:5]1[N:1]=[C:2]([CH:6]2[CH2:7][CH2:8][N:9]([C:12]([O:14][C:15]([CH3:18])([CH3:17])[CH3:16])=[O:13])[CH2:10][CH2:11]2)[NH:3][CH:4]=1. The catalyst class is: 1.